From a dataset of Reaction yield outcomes from USPTO patents with 853,638 reactions. Predict the reaction yield, written as a fraction of the theoretical maximum amount of product (1.0 means a 100% yield; for example, 0.34 means a 34% yield). (1) The reactants are [C:1]([C:4]1[N:12]=[C:11]([C:13]2[CH:18]=[CH:17][CH:16]=[C:15]([OH:19])[CH:14]=2)[N:10]=[C:9]2[C:5]=1[NH:6][C:7](=[O:34])[N:8]2[C@H:20]1[CH2:25][CH2:24][C@H:23]([NH:26]C(=O)OC(C)(C)C)[CH2:22][CH2:21]1)(=[O:3])[NH2:2].C(OC(N[C@H]1CC[C@H](N2C(=O)NC3C2=NC(C2C=CC=C(O)C=2)=NC=3C(OCC)=O)CC1)=O)(C)(C)C.N. The catalyst is CO. The product is [NH2:26][C@H:23]1[CH2:24][CH2:25][C@H:20]([N:8]2[C:7](=[O:34])[NH:6][C:5]3[C:9]2=[N:10][C:11]([C:13]2[CH:18]=[CH:17][CH:16]=[C:15]([OH:19])[CH:14]=2)=[N:12][C:4]=3[C:1]([NH2:2])=[O:3])[CH2:21][CH2:22]1. The yield is 0.600. (2) The reactants are [F:1][C:2]([F:14])([F:13])[C:3]1[CH:12]=[CH:11][C:6]([CH2:7][N:8]=[C:9]=[O:10])=[CH:5][CH:4]=1.[F:15][C:16]1[CH:17]=[C:18]([NH2:26])[C:19]2[CH:20]=[N:21][N:22]([CH3:25])[C:23]=2[CH:24]=1. No catalyst specified. The product is [F:15][C:16]1[CH:24]=[C:23]2[C:19]([CH:20]=[N:21][N:22]2[CH3:25])=[C:18]([NH:26][C:9]([NH:8][CH2:7][C:6]2[CH:11]=[CH:12][C:3]([C:2]([F:13])([F:14])[F:1])=[CH:4][CH:5]=2)=[O:10])[CH:17]=1. The yield is 0.430. (3) The catalyst is C(O)C.Cl. The yield is 0.420. The product is [OH:26][NH:8][C:9]1([CH2:18][C:19]2[CH:24]=[CH:23][C:22]([Cl:25])=[CH:21][CH:20]=2)[C:14](=[O:15])[NH:13][C:12](=[O:16])[NH:11][C:10]1=[O:17]. The reactants are C(OC([N:8]([OH:26])[C:9]1([CH2:18][C:19]2[CH:24]=[CH:23][C:22]([Cl:25])=[CH:21][CH:20]=2)[C:14](=[O:15])[NH:13][C:12](=[O:16])[NH:11][C:10]1=[O:17])=O)(C)(C)C. (4) The reactants are B(Br)(Br)Br.[NH2:5][C:6]1[N:10]([CH3:11])[C:9](=[O:12])[C:8]([C:21]2[CH:25]=[C:24]([C:26](=[O:29])[CH2:27][CH3:28])[N:23]([CH2:30][CH3:31])[CH:22]=2)([C:13]2[CH:18]=[CH:17][CH:16]=[C:15]([O:19]C)[CH:14]=2)[N:7]=1.C(OCC)C.C([O-])(O)=O.[Na+]. The catalyst is C(Cl)Cl.CO. The product is [NH2:5][C:6]1[N:10]([CH3:11])[C:9](=[O:12])[C:8]([C:21]2[CH:25]=[C:24]([C:26](=[O:29])[CH2:27][CH3:28])[N:23]([CH2:30][CH3:31])[CH:22]=2)([C:13]2[CH:18]=[CH:17][CH:16]=[C:15]([OH:19])[CH:14]=2)[N:7]=1. The yield is 0.720. (5) The reactants are [CH:1]1([C:4]([N:6]2[CH2:10][CH2:9][C@@H:8]([CH2:11][C:12]3[N:13]([C:18]4[CH:23]=[CH:22][C:21](B5OC(C)(C)C(C)(C)O5)=[CH:20][CH:19]=4)[C:14](=[O:17])[NH:15][N:16]=3)[CH2:7]2)=[O:5])[CH2:3][CH2:2]1.Br[C:34]1[CH:35]=[C:36]([F:43])[C:37]2[O:41][CH:40]=[CH:39][C:38]=2[CH:42]=1.C(=O)([O-])[O-].[K+].[K+]. The catalyst is O1CCOCC1.C1C=CC(P(C2C=CC=CC=2)[C-]2C=CC=C2)=CC=1.C1C=CC(P(C2C=CC=CC=2)[C-]2C=CC=C2)=CC=1.Cl[Pd]Cl.[Fe+2].ClCCl. The product is [CH:1]1([C:4]([N:6]2[CH2:10][CH2:9][C@@H:8]([CH2:11][C:12]3[N:13]([C:18]4[CH:23]=[CH:22][C:21]([C:34]5[CH:35]=[C:36]([F:43])[C:37]6[O:41][CH:40]=[CH:39][C:38]=6[CH:42]=5)=[CH:20][CH:19]=4)[C:14](=[O:17])[NH:15][N:16]=3)[CH2:7]2)=[O:5])[CH2:3][CH2:2]1. The yield is 0.470.